This data is from Catalyst prediction with 721,799 reactions and 888 catalyst types from USPTO. The task is: Predict which catalyst facilitates the given reaction. (1) Reactant: [CH3:1][S:2]([C:5]1[CH:10]=[CH:9][C:8]([C:11]([N:13]2[CH2:19][C:18]3[CH:20]=[C:21]([C:24]4[CH:33]=[CH:32][C:27]5[NH:28][C:29](=[S:31])[NH:30][C:26]=5[CH:25]=4)[CH:22]=[CH:23][C:17]=3[O:16][CH2:15][CH2:14]2)=[O:12])=[CH:7][CH:6]=1)(=[O:4])=[O:3].[C:34]([O-])([O-])=O.[K+].[K+].IC. Product: [CH3:1][S:2]([C:5]1[CH:6]=[CH:7][C:8]([C:11]([N:13]2[CH2:19][C:18]3[CH:20]=[C:21]([C:24]4[CH:33]=[CH:32][C:27]5[N:28]=[C:29]([S:31][CH3:34])[NH:30][C:26]=5[CH:25]=4)[CH:22]=[CH:23][C:17]=3[O:16][CH2:15][CH2:14]2)=[O:12])=[CH:9][CH:10]=1)(=[O:4])=[O:3]. The catalyst class is: 1. (2) Reactant: [NH2:1][CH2:2][CH2:3][N:4]1[C:13]2[C:8](=[N:9][CH:10]=[C:11]([CH2:14][C:15]3[CH:20]=[CH:19][C:18]([F:21])=[CH:17][CH:16]=3)[CH:12]=2)[C:7]([OH:22])=[C:6]([C:23]([NH:25][CH2:26][CH2:27][OH:28])=[O:24])[C:5]1=[O:29].[CH:30]([N:33]([CH:36](C)C)[CH2:34]C)(C)C.CC[OH:41]. Product: [CH3:30][N:33]([CH3:36])[C:34]([NH:1][CH2:2][CH2:3][N:4]1[C:13]2[C:8](=[N:9][CH:10]=[C:11]([CH2:14][C:15]3[CH:16]=[CH:17][C:18]([F:21])=[CH:19][CH:20]=3)[CH:12]=2)[C:7]([OH:22])=[C:6]([C:23]([NH:25][CH2:26][CH2:27][OH:28])=[O:24])[C:5]1=[O:29])=[O:41]. The catalyst class is: 3. (3) The catalyst class is: 40. Reactant: [N:1]1([CH2:13][CH2:14][NH2:15])[C:10]2[C:5](=[CH:6][CH:7]=[CH:8][CH:9]=2)[C:4]2([CH2:12][CH2:11]2)[CH2:3][CH2:2]1.C=O.F[C:19](F)(F)C(O)=O.[OH-].[Na+]. Product: [C:4]12([C:5]3[C:10]4=[C:9]([CH2:19][NH:15][CH2:14][CH2:13][N:1]4[CH2:2][CH2:3]1)[CH:8]=[CH:7][CH:6]=3)[CH2:12][CH2:11]2.